Dataset: Full USPTO retrosynthesis dataset with 1.9M reactions from patents (1976-2016). Task: Predict the reactants needed to synthesize the given product. (1) Given the product [Cl:1][C:2]1[CH:3]=[C:4]2[C:9](=[CH:10][CH:11]=1)[CH:8]=[C:7]([S:12]([CH2:15][CH2:16][C:17]([N:19]1[CH2:20][CH2:21][CH:22]([CH2:25][CH2:26][C:27]3[N:28]=[C:29]([CH3:32])[NH:30][CH:31]=3)[CH2:23][CH2:24]1)=[O:18])(=[O:13])=[O:14])[CH:6]=[CH:5]2, predict the reactants needed to synthesize it. The reactants are: [Cl:1][C:2]1[CH:3]=[C:4]2[C:9](=[CH:10][CH:11]=1)[CH:8]=[C:7]([S:12]([CH2:15][CH2:16][C:17]([N:19]1[CH2:24][CH2:23][CH:22](/[CH:25]=[CH:26]\[C:27]3[N:28]=[C:29]([CH3:32])[NH:30][CH:31]=3)[CH2:21][CH2:20]1)=[O:18])(=[O:14])=[O:13])[CH:6]=[CH:5]2. (2) Given the product [CH3:23][N:24]([CH2:1][C:3]1[CH:8]=[CH:7][C:6]([C:9]2[NH:10][C:11]3[CH:12]=[CH:13][CH:14]=[C:15]4[C:21](=[O:22])[NH:20][CH2:19][CH2:18][C:17]=2[C:16]=34)=[CH:5][CH:4]=1)[CH3:25], predict the reactants needed to synthesize it. The reactants are: [CH:1]([C:3]1[CH:8]=[CH:7][C:6]([C:9]2[NH:10][C:11]3[CH:12]=[CH:13][CH:14]=[C:15]4[C:21](=[O:22])[NH:20][CH2:19][CH2:18][C:17]=2[C:16]=34)=[CH:5][CH:4]=1)=O.[CH3:23][NH:24][CH3:25].C([BH3-])#N.[Na+].Cl. (3) The reactants are: [F:1][C:2]1[CH:3]=[CH:4][C:5]2[O:9][C:8]([C:10](OC)=[O:11])=[C:7]([CH2:14][O:15][CH3:16])[C:6]=2[CH:17]=1.[Cl-].[Ca+2].[Cl-].[BH4-].[Na+].[Cl-].[NH4+].C[N+]1([O-])CCOCC1. Given the product [F:1][C:2]1[CH:3]=[CH:4][C:5]2[O:9][C:8]([CH:10]=[O:11])=[C:7]([CH2:14][O:15][CH3:16])[C:6]=2[CH:17]=1, predict the reactants needed to synthesize it. (4) Given the product [CH2:1]([NH:9][C:10]([C:12]1[C:13]([C:18]2[CH:23]=[CH:22][CH:21]=[CH:20][C:19]=2[CH2:24][NH:25][S:33]([C:29]2[CH:30]=[CH:31][CH:32]=[C:27]([F:26])[CH:28]=2)(=[O:35])=[O:34])=[CH:14][CH:15]=[CH:16][CH:17]=1)=[O:11])[CH2:2][C:3]1[CH:4]=[CH:5][CH:6]=[CH:7][CH:8]=1, predict the reactants needed to synthesize it. The reactants are: [CH2:1]([NH:9][C:10]([C:12]1[C:13]([C:18]2[CH:23]=[CH:22][CH:21]=[CH:20][C:19]=2[CH2:24][NH2:25])=[CH:14][CH:15]=[CH:16][CH:17]=1)=[O:11])[CH2:2][C:3]1[CH:8]=[CH:7][CH:6]=[CH:5][CH:4]=1.[F:26][C:27]1[CH:28]=[C:29]([S:33](Cl)(=[O:35])=[O:34])[CH:30]=[CH:31][CH:32]=1.C(NC(C1C(C2C=CC=CC=2C(S(C2C=CC=C(F)C=2)(=O)=O)N)=CC=CC=1)=O)CC1C=CC=CC=1. (5) Given the product [Br:1][C:2]1[CH:12]=[CH:11][C:5]2[O:6][C:7]3[C:8](=[O:9])[NH:10][C:23]([CH2:22][NH:21][CH2:26][C:16]4[CH:17]=[CH:18][CH:19]=[CH:20][N:15]=4)=[N:14][C:13]=3[C:4]=2[CH:3]=1, predict the reactants needed to synthesize it. The reactants are: [Br:1][C:2]1[CH:12]=[CH:11][C:5]([O:6][CH2:7][C:8]([NH2:10])=[O:9])=[C:4]([C:13]#[N:14])[CH:3]=1.[NH:15]1[CH2:20][CH2:19][CH2:18][CH2:17][CH2:16]1.[N:21]1[CH:26]=CC=[CH:23][C:22]=1CN.